Task: Regression. Given a peptide amino acid sequence and an MHC pseudo amino acid sequence, predict their binding affinity value. This is MHC class I binding data.. Dataset: Peptide-MHC class I binding affinity with 185,985 pairs from IEDB/IMGT (1) The peptide sequence is QEEQKKYIY. The MHC is HLA-A01:01 with pseudo-sequence HLA-A01:01. The binding affinity (normalized) is 0.149. (2) The peptide sequence is DHQAAFQYI. The MHC is HLA-B51:01 with pseudo-sequence HLA-B51:01. The binding affinity (normalized) is 0. (3) The peptide sequence is DAVEDFLAF. The MHC is HLA-A03:01 with pseudo-sequence HLA-A03:01. The binding affinity (normalized) is 0.0847. (4) The peptide sequence is TKDAERGKL. The MHC is HLA-B15:09 with pseudo-sequence HLA-B15:09. The binding affinity (normalized) is 0.149. (5) The peptide sequence is LPQHLTQRAQ. The MHC is HLA-B51:01 with pseudo-sequence HLA-B51:01. The binding affinity (normalized) is 0. (6) The peptide sequence is AEMRAYHGF. The MHC is HLA-A30:01 with pseudo-sequence HLA-A30:01. The binding affinity (normalized) is 0.0847.